Dataset: Peptide-MHC class I binding affinity with 185,985 pairs from IEDB/IMGT. Task: Regression. Given a peptide amino acid sequence and an MHC pseudo amino acid sequence, predict their binding affinity value. This is MHC class I binding data. (1) The peptide sequence is FYFTNDVSFL. The MHC is Patr-A0901 with pseudo-sequence Patr-A0901. The binding affinity (normalized) is 0.863. (2) The peptide sequence is SIKMKLVSI. The MHC is HLA-B08:01 with pseudo-sequence HLA-B08:01. The binding affinity (normalized) is 0.741.